The task is: Predict the reaction yield, written as a fraction of the theoretical maximum amount of product (1.0 means a 100% yield; for example, 0.34 means a 34% yield).. This data is from Reaction yield outcomes from USPTO patents with 853,638 reactions. (1) The reactants are [C:1]([O:5][C:6]([N:8]1[CH2:13][C@H:12]([CH2:14][O:15][CH3:16])[N:11]([CH2:17][C:18]([N:20]2[C:28]3[CH:27]=[C:26]([C:29]4[CH2:33][CH2:32][CH2:31][CH:30]=4)[N:25]=[CH:24][C:23]=3[C:22]([CH3:35])([CH3:34])[CH2:21]2)=[O:19])[CH2:10][C@H:9]1[CH3:36])=[O:7])([CH3:4])([CH3:3])[CH3:2]. The catalyst is C1COCC1.CO.[Pd]. The product is [C:1]([O:5][C:6]([N:8]1[CH2:13][C@H:12]([CH2:14][O:15][CH3:16])[N:11]([CH2:17][C:18]([N:20]2[C:28]3[CH:27]=[C:26]([CH:29]4[CH2:30][CH2:31][CH2:32][CH2:33]4)[N:25]=[CH:24][C:23]=3[C:22]([CH3:35])([CH3:34])[CH2:21]2)=[O:19])[CH2:10][C@H:9]1[CH3:36])=[O:7])([CH3:4])([CH3:2])[CH3:3]. The yield is 0.870. (2) The reactants are [CH2:1]([O:8][C:9]1[C:14]([CH2:15][N:16]2[CH2:25][CH2:24][C:23]3[C:18](=[C:19]([Cl:27])[C:20]([OH:26])=[CH:21][CH:22]=3)[C:17]2=[O:28])=[C:13]([CH3:29])[CH:12]=[C:11]([CH3:30])[N:10]=1)[C:2]1[CH:7]=[CH:6][CH:5]=[CH:4][CH:3]=1.[OH-].[K+].Br[C:34](P(=O)(OCC)OCC)([F:36])[F:35]. The catalyst is CC#N.O.CCOC(C)=O.O. The product is [CH2:1]([O:8][C:9]1[C:14]([CH2:15][N:16]2[CH2:25][CH2:24][C:23]3[C:18](=[C:19]([Cl:27])[C:20]([O:26][CH:34]([F:36])[F:35])=[CH:21][CH:22]=3)[C:17]2=[O:28])=[C:13]([CH3:29])[CH:12]=[C:11]([CH3:30])[N:10]=1)[C:2]1[CH:7]=[CH:6][CH:5]=[CH:4][CH:3]=1. The yield is 0.720. (3) The reactants are [NH2:1][C:2]1[CH:9]=[CH:8][C:5]([C:6]#[N:7])=[C:4]([I:10])[CH:3]=1.[C:11]1(=O)[O:16][C:14](=[O:15])[CH:13]=[CH:12]1. The catalyst is C(O)(=O)C. The product is [O:15]=[C:14]1[CH:13]=[CH:12][C:11](=[O:16])[N:1]1[C:2]1[CH:9]=[CH:8][C:5]([C:6]#[N:7])=[C:4]([I:10])[CH:3]=1. The yield is 0.900. (4) The reactants are [CH3:1][O:2][C:3]1[CH:13]=[CH:12][C:6]([C:7]([O:9][CH2:10][CH3:11])=[O:8])=[CH:5][CH:4]=1.CO[CH2:16][Cl:17].[Sn](Cl)(Cl)(Cl)Cl.O. The catalyst is ClCCl. The product is [Cl:17][CH2:16][C:4]1[CH:5]=[C:6]([CH:12]=[CH:13][C:3]=1[O:2][CH3:1])[C:7]([O:9][CH2:10][CH3:11])=[O:8]. The yield is 0.600. (5) The reactants are Br[C:2]1[S:6][C:5]([C:7]2[CH:8]=[CH:9][C:10]([F:15])=[C:11]([CH:14]=2)[C:12]#[N:13])=[N:4][N:3]=1.CC1(C)C(C)(C)OB([C:24]2[CH:32]=[CH:31][CH:30]=[C:29]3[C:25]=2[CH2:26][CH2:27][C@@H:28]3[NH:33][C:34](=[O:40])[O:35][C:36]([CH3:39])([CH3:38])[CH3:37])O1.C(=O)([O-])[O-].[K+].[K+].N#N. The catalyst is COCCOC.O.C1C=CC([P]([Pd]([P](C2C=CC=CC=2)(C2C=CC=CC=2)C2C=CC=CC=2)([P](C2C=CC=CC=2)(C2C=CC=CC=2)C2C=CC=CC=2)[P](C2C=CC=CC=2)(C2C=CC=CC=2)C2C=CC=CC=2)(C2C=CC=CC=2)C2C=CC=CC=2)=CC=1. The product is [C:12]([C:11]1[CH:14]=[C:7]([C:5]2[S:6][C:2]([C:24]3[CH:32]=[CH:31][CH:30]=[C:29]4[C:25]=3[CH2:26][CH2:27][C@@H:28]4[NH:33][C:34](=[O:40])[O:35][C:36]([CH3:38])([CH3:37])[CH3:39])=[N:3][N:4]=2)[CH:8]=[CH:9][C:10]=1[F:15])#[N:13]. The yield is 1.00. (6) The reactants are [C:1]([C:5]1[CH:9]=[C:8]([NH:10][C:11](=[O:13])[O-])[N:7]([C:14]2[CH:19]=[CH:18][CH:17]=[CH:16][CH:15]=2)[N:6]=1)([CH3:4])([CH3:3])[CH3:2].[Cl:20][C:21]1[CH:27]=[CH:26][C:25]([O:28][C:29]2[C:38]3[C:33](=[CH:34][C:35]([O:41][CH3:42])=[C:36]([O:39][CH3:40])[CH:37]=3)[N:32]=[CH:31][N:30]=2)=[CH:24][C:22]=1[NH2:23]. No catalyst specified. The product is [C:1]([C:5]1[CH:9]=[C:8]([NH:10][C:11]([NH:23][C:22]2[CH:24]=[C:25]([O:28][C:29]3[C:38]4[C:33](=[CH:34][C:35]([O:41][CH3:42])=[C:36]([O:39][CH3:40])[CH:37]=4)[N:32]=[CH:31][N:30]=3)[CH:26]=[CH:27][C:21]=2[Cl:20])=[O:13])[N:7]([C:14]2[CH:19]=[CH:18][CH:17]=[CH:16][CH:15]=2)[N:6]=1)([CH3:2])([CH3:3])[CH3:4]. The yield is 0.200. (7) The reactants are [CH3:1][O:2][CH2:3][C:4](=[O:22])[C:5](=[N:10][NH:11][C:12]1[CH:17]=[CH:16][CH:15]=[C:14]([C:18]([F:21])([F:20])[F:19])[CH:13]=1)[C:6]([O:8][CH3:9])=[O:7].[CH3:23]OC(OC)N(C)C. No catalyst specified. The product is [CH3:1][O:2][C:3]1[C:4](=[O:22])[C:5]([C:6]([O:8][CH3:9])=[O:7])=[N:10][N:11]([C:12]2[CH:17]=[CH:16][CH:15]=[C:14]([C:18]([F:21])([F:19])[F:20])[CH:13]=2)[CH:23]=1. The yield is 0.890. (8) The reactants are [N+:1]([C:4]1[C:9]2[CH2:10][CH:11]([CH2:13][OH:14])[O:12][C:8]=2[CH:7]=[CH:6][CH:5]=1)([O-])=O. The catalyst is C(OCC)(=O)C.C(O)C.[C].[Pd]. The product is [NH2:1][C:4]1[C:9]2[CH2:10][CH:11]([CH2:13][OH:14])[O:12][C:8]=2[CH:7]=[CH:6][CH:5]=1. The yield is 1.00.